Predict the product of the given reaction. From a dataset of Forward reaction prediction with 1.9M reactions from USPTO patents (1976-2016). (1) Given the reactants [F:1][C:2]([F:30])([CH2:28][OH:29])[CH2:3][N:4]1[C:8]([C:9]2[CH:14]=[CH:13][C:12]([F:15])=[CH:11][CH:10]=2)=[C:7]([C:16]2[CH:17]=[CH:18][C:19]3[O:24][CH2:23][C:22](=[O:25])[NH:21][C:20]=3[CH:26]=2)[C:6]([CH3:27])=[N:5]1.[CH3:31][N:32]([CH3:36])[C:33](Cl)=[O:34], predict the reaction product. The product is: [CH3:31][N:32]([CH3:36])[C:33](=[O:34])[O:29][CH2:28][C:2]([F:1])([F:30])[CH2:3][N:4]1[C:8]([C:9]2[CH:10]=[CH:11][C:12]([F:15])=[CH:13][CH:14]=2)=[C:7]([C:16]2[CH:17]=[CH:18][C:19]3[O:24][CH2:23][C:22](=[O:25])[NH:21][C:20]=3[CH:26]=2)[C:6]([CH3:27])=[N:5]1. (2) Given the reactants [CH3:1][N:2]1[C:10]2[C:5](=[CH:6][CH:7]=[CH:8][CH:9]=2)[CH:4]=[C:3]1[CH3:11].[CH3:12][O:13][C:14]1[CH:22]=[CH:21][C:17]([C:18](Cl)=[O:19])=[CH:16][CH:15]=1.[Sn](Cl)(Cl)(Cl)Cl, predict the reaction product. The product is: [CH3:1][N:2]1[C:10]2[C:5](=[CH:6][CH:7]=[CH:8][CH:9]=2)[C:4]([C:18]([C:17]2[CH:21]=[CH:22][C:14]([O:13][CH3:12])=[CH:15][CH:16]=2)=[O:19])=[C:3]1[CH3:11]. (3) Given the reactants [Cl:1][C:2]1[CH:7]=[CH:6][C:5]([NH:8][C:9](=[O:16])[CH2:10][C:11]([O:13][CH2:14][CH3:15])=[O:12])=[CH:4][CH:3]=1.CO[CH:19]=[CH:20][C:21](=O)[CH3:22].C[O-].[Na+], predict the reaction product. The product is: [Cl:1][C:2]1[CH:3]=[CH:4][C:5]([N:8]2[C:21]([CH3:22])=[CH:20][CH:19]=[C:10]([C:11]([O:13][CH2:14][CH3:15])=[O:12])[C:9]2=[O:16])=[CH:6][CH:7]=1. (4) Given the reactants FC(F)(F)C(O)=O.[O:8]1[C:12]2[CH:13]=[CH:14][CH:15]=[CH:16][C:11]=2[NH:10][C:9]1=[C:17]([C:37]#[N:38])[C:18]1[C:23]([CH3:24])=[CH:22][N:21]=[C:20]([NH:25][CH2:26][C:27]2[CH:36]=[CH:35][C:30]([C:31]([O:33]C)=[O:32])=[CH:29][CH:28]=2)[N:19]=1.[OH-].[Na+], predict the reaction product. The product is: [O:8]1[C:12]2[CH:13]=[CH:14][CH:15]=[CH:16][C:11]=2[NH:10][C:9]1=[C:17]([C:37]#[N:38])[C:18]1[C:23]([CH3:24])=[CH:22][N:21]=[C:20]([NH:25][CH2:26][C:27]2[CH:28]=[CH:29][C:30]([C:31]([OH:33])=[O:32])=[CH:35][CH:36]=2)[N:19]=1. (5) Given the reactants [ClH:1].Cl.[CH:3]1([C:6]2[C:7]([NH2:18])=[N:8][CH:9]=[N:10][C:11]=2[N:12]2[CH2:17][CH2:16][NH:15][CH2:14][CH2:13]2)[CH2:5][CH2:4]1.C(OC([NH:26][CH2:27][CH2:28][CH:29]([C:33]1[CH:38]=[CH:37][C:36]([Cl:39])=[CH:35][CH:34]=1)[C:30](O)=[O:31])=O)(C)(C)C, predict the reaction product. The product is: [ClH:39].[ClH:1].[NH2:26][CH2:27][CH2:28][CH:29]([C:33]1[CH:34]=[CH:35][C:36]([Cl:39])=[CH:37][CH:38]=1)[C:30]([N:15]1[CH2:16][CH2:17][N:12]([C:11]2[C:6]([CH:3]3[CH2:5][CH2:4]3)=[C:7]([NH2:18])[N:8]=[CH:9][N:10]=2)[CH2:13][CH2:14]1)=[O:31]. (6) Given the reactants F[C:2]1[C:3]([N+:8]([O-:10])=[O:9])=[N:4][CH:5]=[CH:6][CH:7]=1.[OH:11][CH2:12][C:13]1([NH:19][C:20](=[O:26])[O:21][C:22]([CH3:25])([CH3:24])[CH3:23])[CH2:18][CH2:17][NH:16][CH2:15][CH2:14]1.C(N(C(C)C)C(C)C)C, predict the reaction product. The product is: [OH:11][CH2:12][C:13]1([NH:19][C:20](=[O:26])[O:21][C:22]([CH3:24])([CH3:23])[CH3:25])[CH2:14][CH2:15][N:16]([C:2]2[C:3]([N+:8]([O-:10])=[O:9])=[N:4][CH:5]=[CH:6][CH:7]=2)[CH2:17][CH2:18]1. (7) Given the reactants CC(C)C(O[C@H]1[C@H](OC(=O)C(C)C)[C@@H](COC(=O)C(C)C)O[C@H]([O:25][C:26]2[CH:27]=[CH:28][C:29]3[C:35]4[C:36]([O:44][CH3:45])=[C:37]([O:42][CH3:43])[C:38]([O:40][CH3:41])=[CH:39][C:34]=4[CH2:33][CH2:32][C@H:31]([NH:46][C:47](=[O:49])[CH3:48])[C:30]=3[CH:50]=2)[C@@H]1OC(=O)C(C)C)=O.[P:58](Cl)(Cl)([O:60][CH3:61])=[O:59].[OH2:64], predict the reaction product. The product is: [P:58]([OH:59])([O:60][CH3:61])([O:25][C:26]1[CH:27]=[CH:28][C:29]2[C:35]3[C:36]([O:44][CH3:45])=[C:37]([O:42][CH3:43])[C:38]([O:40][CH3:41])=[CH:39][C:34]=3[CH2:33][CH2:32][C@H:31]([NH:46][C:47](=[O:49])[CH3:48])[C:30]=2[CH:50]=1)=[O:64]. (8) Given the reactants [N:1]([O-:3])=O.[Na+].[CH3:5][O:6][CH2:7][CH2:8][CH2:9][CH2:10][C:11](=[O:17])[CH2:12][C:13]([O:15][CH3:16])=[O:14], predict the reaction product. The product is: [OH:3][N:1]=[C:12]([C:11](=[O:17])[CH2:10][CH2:9][CH2:8][CH2:7][O:6][CH3:5])[C:13]([O:15][CH3:16])=[O:14].